Dataset: NCI-60 drug combinations with 297,098 pairs across 59 cell lines. Task: Regression. Given two drug SMILES strings and cell line genomic features, predict the synergy score measuring deviation from expected non-interaction effect. (1) Drug 1: CCC1=C2CN3C(=CC4=C(C3=O)COC(=O)C4(CC)O)C2=NC5=C1C=C(C=C5)O. Drug 2: C1CN(CCN1C(=O)CCBr)C(=O)CCBr. Cell line: OVCAR-4. Synergy scores: CSS=6.97, Synergy_ZIP=-5.70, Synergy_Bliss=-6.59, Synergy_Loewe=0.683, Synergy_HSA=-5.85. (2) Drug 1: C1=C(C(=O)NC(=O)N1)F. Drug 2: CC1=C2C(C(=O)C3(C(CC4C(C3C(C(C2(C)C)(CC1OC(=O)C(C(C5=CC=CC=C5)NC(=O)C6=CC=CC=C6)O)O)OC(=O)C7=CC=CC=C7)(CO4)OC(=O)C)O)C)OC(=O)C. Cell line: HCT116. Synergy scores: CSS=51.6, Synergy_ZIP=-5.68, Synergy_Bliss=-8.23, Synergy_Loewe=-8.12, Synergy_HSA=-3.99. (3) Drug 1: C1=NC(=NC(=O)N1C2C(C(C(O2)CO)O)O)N. Drug 2: CC(C)CN1C=NC2=C1C3=CC=CC=C3N=C2N. Cell line: HOP-92. Synergy scores: CSS=3.18, Synergy_ZIP=-1.87, Synergy_Bliss=1.18, Synergy_Loewe=-2.66, Synergy_HSA=-1.88. (4) Drug 1: CC1C(C(CC(O1)OC2CC(CC3=C2C(=C4C(=C3O)C(=O)C5=C(C4=O)C(=CC=C5)OC)O)(C(=O)C)O)N)O.Cl. Drug 2: C1=NC2=C(N=C(N=C2N1C3C(C(C(O3)CO)O)O)F)N. Cell line: SF-539. Synergy scores: CSS=16.7, Synergy_ZIP=5.30, Synergy_Bliss=7.28, Synergy_Loewe=-27.4, Synergy_HSA=6.93.